This data is from Full USPTO retrosynthesis dataset with 1.9M reactions from patents (1976-2016). The task is: Predict the reactants needed to synthesize the given product. (1) Given the product [Br:1][C:2]1[CH:10]=[CH:9][C:5]([C:6]([N:14]([CH3:15])[CH3:13])=[O:7])=[CH:4][C:3]=1[O:11][CH3:12], predict the reactants needed to synthesize it. The reactants are: [Br:1][C:2]1[CH:10]=[CH:9][C:5]([C:6](O)=[O:7])=[CH:4][C:3]=1[O:11][CH3:12].[CH3:13][NH:14][CH3:15]. (2) Given the product [Cl:11][C:4]1[C:5]([OH:10])=[C:6]([CH:9]=[C:2]([I:1])[CH:3]=1)[CH:7]=[O:8], predict the reactants needed to synthesize it. The reactants are: [I:1][C:2]1[CH:9]=[C:6]([CH:7]=[O:8])[C:5]([OH:10])=[CH:4][CH:3]=1.[Cl:11]Cl.O.